This data is from Full USPTO retrosynthesis dataset with 1.9M reactions from patents (1976-2016). The task is: Predict the reactants needed to synthesize the given product. (1) Given the product [C:66]([C:37]1[CH:36]=[C:35]([NH:34][C:33]([NH:28][C@@H:21]2[C:22]3[C:27](=[CH:26][CH:25]=[CH:24][CH:23]=3)[C@H:18]([O:17][C:14]3[CH:15]=[CH:16][C:11]4[N:12]([C:8]([N:3]5[CH2:4][CH2:5][CH2:6][CH2:7][C@@H:2]5[CH3:1])=[N:9][N:10]=4)[CH:13]=3)[CH2:19][CH2:20]2)=[O:32])[N:39]([C:40]2[C:41]([CH2:54][O:55][Si:56]([CH:57]([CH3:59])[CH3:58])([CH:63]([CH3:65])[CH3:64])[CH:60]([CH3:61])[CH3:62])=[N:42][N:43]([CH2:45][CH2:46][O:47][CH:48]3[CH2:53][CH2:52][CH2:51][CH2:50][O:49]3)[CH:44]=2)[N:38]=1)([CH3:68])([CH3:67])[CH3:69], predict the reactants needed to synthesize it. The reactants are: [CH3:1][C@H:2]1[CH2:7][CH2:6][CH2:5][CH2:4][N:3]1[C:8]1[N:12]2[CH:13]=[C:14]([O:17][C@H:18]3[C:27]4[C:22](=[CH:23][CH:24]=[CH:25][CH:26]=4)[C@@H:21]([NH2:28])[CH2:20][CH2:19]3)[CH:15]=[CH:16][C:11]2=[N:10][N:9]=1.ClC(Cl)(Cl)C[O:32][C:33](=O)[NH:34][C:35]1[N:39]([C:40]2[C:41]([CH2:54][O:55][Si:56]([CH:63]([CH3:65])[CH3:64])([CH:60]([CH3:62])[CH3:61])[CH:57]([CH3:59])[CH3:58])=[N:42][N:43]([CH2:45][CH2:46][O:47][CH:48]3[CH2:53][CH2:52][CH2:51][CH2:50][O:49]3)[CH:44]=2)[N:38]=[C:37]([C:66]([CH3:69])([CH3:68])[CH3:67])[CH:36]=1.CCN(C(C)C)C(C)C. (2) Given the product [CH3:27][C:28]1[C:32]([C:33]([NH:23][C:22]2[CH:24]=[CH:25][CH:26]=[C:20]([CH2:19][CH2:18][N:15]3[CH2:14][CH2:13][N:12]([C:8]4[CH:7]=[CH:6][CH:5]=[C:4]5[C:9]=4[CH:10]=[CH:11][C:2]([CH3:1])=[N:3]5)[CH2:17][CH2:16]3)[CH:21]=2)=[O:34])=[C:31]([CH3:36])[O:30][N:29]=1, predict the reactants needed to synthesize it. The reactants are: [CH3:1][C:2]1[CH:11]=[CH:10][C:9]2[C:4](=[CH:5][CH:6]=[CH:7][C:8]=2[N:12]2[CH2:17][CH2:16][N:15]([CH2:18][CH2:19][C:20]3[CH:21]=[C:22]([CH:24]=[CH:25][CH:26]=3)[NH2:23])[CH2:14][CH2:13]2)[N:3]=1.[CH3:27][C:28]1[C:32]([C:33](O)=[O:34])=[C:31]([CH3:36])[O:30][N:29]=1. (3) Given the product [C:1]([O:4][CH2:5][C:6]([CH3:35])([CH3:36])[CH2:7][N:8]1[C:14]2[CH:15]=[CH:16][C:17]([Cl:19])=[CH:18][C:13]=2[C@@H:12]([C:20]2[CH:25]=[CH:24][CH:23]=[C:22]([O:26][CH3:27])[C:21]=2[O:28][CH3:29])[O:11][C@H:10]([CH2:30][C:31]([NH:53][C:54]2[S:55][C:56]([CH2:59][C:60]([O:62][CH2:63][CH3:64])=[O:61])=[CH:57][N:58]=2)=[O:32])[C:9]1=[O:34])(=[O:3])[CH3:2], predict the reactants needed to synthesize it. The reactants are: [C:1]([O:4][CH2:5][C:6]([CH3:36])([CH3:35])[CH2:7][N:8]1[C:14]2[CH:15]=[CH:16][C:17]([Cl:19])=[CH:18][C:13]=2[C@@H:12]([C:20]2[CH:25]=[CH:24][CH:23]=[C:22]([O:26][CH3:27])[C:21]=2[O:28][CH3:29])[O:11][C@H:10]([CH2:30][C:31](O)=[O:32])[C:9]1=[O:34])(=[O:3])[CH3:2].C(N(CC)CC)C.ClC(OCC(C)C)=O.Cl.[NH2:53][C:54]1[S:55][C:56]([CH2:59][C:60]([O:62][CH2:63][CH3:64])=[O:61])=[CH:57][N:58]=1.N1C=CC=CC=1. (4) Given the product [CH2:9]([C:7]1[CH:8]=[C:3]([CH2:1][CH3:2])[CH:4]=[CH:5][C:6]=1[OH:17])[C:11]1[CH:12]=[CH:13][CH:14]=[CH:15][CH:16]=1, predict the reactants needed to synthesize it. The reactants are: [CH2:1]([C:3]1[CH:4]=[CH:5][C:6]([O:17]C)=[C:7]([C:9]([C:11]2[CH:16]=[CH:15][CH:14]=[CH:13][CH:12]=2)=O)[CH:8]=1)[CH3:2].C([SiH](CC)CC)C.C(O)(C(F)(F)F)=O. (5) Given the product [NH2:26][C:23]1[CH:24]=[CH:25][C:20]([O:19][C:3]2[CH:4]=[C:5]([NH:8][C:9](=[O:18])[O:10][CH2:11][C:12]3[CH:13]=[CH:14][CH:15]=[CH:16][CH:17]=3)[CH:6]=[CH:7][C:2]=2[CH3:1])=[N:21][CH:22]=1, predict the reactants needed to synthesize it. The reactants are: [CH3:1][C:2]1[CH:7]=[CH:6][C:5]([NH:8][C:9](=[O:18])[O:10][CH2:11][C:12]2[CH:17]=[CH:16][CH:15]=[CH:14][CH:13]=2)=[CH:4][C:3]=1[O:19][C:20]1[CH:25]=[CH:24][C:23]([N+:26]([O-])=O)=[CH:22][N:21]=1.CN1CCCC1=O.Cl. (6) Given the product [F:21][C:22]([F:33])([F:32])[C:23]([CH:3]1[CH:4]([C:8]2[CH:9]=[CH:10][CH:11]=[CH:12][CH:13]=2)[NH:5][CH2:6][CH2:7][N:2]1[CH3:1])=[O:24], predict the reactants needed to synthesize it. The reactants are: [CH3:1][N:2]1[CH2:7][CH2:6][NH:5][CH:4]([C:8]2[CH:13]=[CH:12][CH:11]=[CH:10][CH:9]=2)[CH2:3]1.C(N(CC)CC)C.[F:21][C:22]([F:33])([F:32])[C:23](O[C:23](=[O:24])[C:22]([F:33])([F:32])[F:21])=[O:24]. (7) Given the product [CH2:30]([N:19]1[CH2:18][CH2:17][CH:16]([C:14]2[O:13][N:12]=[C:11]([C:6]3[N:5]=[C:4]([N:3]([CH3:2])[C:22]4[CH:27]=[CH:26][CH:25]=[CH:24][CH:23]=4)[N:9]=[C:8]([NH2:10])[N:7]=3)[N:15]=2)[CH2:21][CH2:20]1)[C:31]1[CH:36]=[CH:35][CH:34]=[CH:33][CH:32]=1, predict the reactants needed to synthesize it. The reactants are: Cl.[CH3:2][N:3]([C:22]1[CH:27]=[CH:26][CH:25]=[CH:24][CH:23]=1)[C:4]1[N:9]=[C:8]([NH2:10])[N:7]=[C:6]([C:11]2[N:15]=[C:14]([CH:16]3[CH2:21][CH2:20][NH:19][CH2:18][CH2:17]3)[O:13][N:12]=2)[N:5]=1.[H-].[Na+].[CH2:30](Br)[C:31]1[CH:36]=[CH:35][CH:34]=[CH:33][CH:32]=1.